From a dataset of Reaction yield outcomes from USPTO patents with 853,638 reactions. Predict the reaction yield, written as a fraction of the theoretical maximum amount of product (1.0 means a 100% yield; for example, 0.34 means a 34% yield). The reactants are [Cl:1][C:2]1[C:7]([F:8])=[CH:6][CH:5]=[C:4]([Cl:9])[C:3]=1[CH:10]([O:12][C:13]1[C:14]([NH2:19])=[N:15][CH:16]=[CH:17][CH:18]=1)[CH3:11].[I:20]N1C(=O)CCC1=O. The catalyst is C(#N)C.C(O)(=O)C. The product is [I:20][C:17]1[CH:18]=[C:13]([O:12][CH:10]([C:3]2[C:4]([Cl:9])=[CH:5][CH:6]=[C:7]([F:8])[C:2]=2[Cl:1])[CH3:11])[C:14]([NH2:19])=[N:15][CH:16]=1. The yield is 0.500.